From a dataset of Catalyst prediction with 721,799 reactions and 888 catalyst types from USPTO. Predict which catalyst facilitates the given reaction. (1) Reactant: [CH3:1][O:2][C:3]1[CH:4]=[C:5]2[C:10](=[CH:11][C:12]=1[O:13][CH3:14])[N:9]=[CH:8][CH:7]=[C:6]2[O:15][C:16]1[CH:22]=[CH:21][C:19]([NH2:20])=[CH:18][CH:17]=1.C(N(CC)CC)C.ClC(Cl)(O[C:34](=[O:40])OC(Cl)(Cl)Cl)Cl.[F:42][C:43]1[CH:48]=[CH:47][C:46]([C@@H:49]([NH2:51])[CH3:50])=[CH:45][CH:44]=1. Product: [CH3:1][O:2][C:3]1[CH:4]=[C:5]2[C:10](=[CH:11][C:12]=1[O:13][CH3:14])[N:9]=[CH:8][CH:7]=[C:6]2[O:15][C:16]1[CH:22]=[CH:21][C:19]([NH:20][C:34]([NH:51][C@H:49]([C:46]2[CH:47]=[CH:48][C:43]([F:42])=[CH:44][CH:45]=2)[CH3:50])=[O:40])=[CH:18][CH:17]=1. The catalyst class is: 22. (2) Reactant: [OH:1][CH2:2][CH2:3][C:4]1[CH:23]=[CH:22][C:7]([CH2:8][N:9]2[CH2:14][CH2:13][N:12]([C:15]([O:17][C:18]([CH3:21])([CH3:20])[CH3:19])=[O:16])[CH2:11][CH2:10]2)=[CH:6][CH:5]=1.[CH:24]1[C:29](O)=[CH:28][CH:27]=[C:26]([CH3:31])[CH:25]=1.C1(P(C2C=CC=CC=2)C2C=CC=CC=2)C=CC=CC=1.CCOC(/N=N/C(OCC)=O)=O. The catalyst class is: 247. Product: [CH3:31][C:26]1[CH:27]=[CH:28][C:29]([O:1][CH2:2][CH2:3][C:4]2[CH:5]=[CH:6][C:7]([CH2:8][N:9]3[CH2:14][CH2:13][N:12]([C:15]([O:17][C:18]([CH3:20])([CH3:19])[CH3:21])=[O:16])[CH2:11][CH2:10]3)=[CH:22][CH:23]=2)=[CH:24][CH:25]=1. (3) Reactant: [C:1]([NH:4][C:5]1[CH:6]=[C:7]([CH:41]=[CH:42][CH:43]=1)[C:8]([NH:10][C:11]1[CH:20]=[C:19]([C:21]2[C:30]3[C:25](=[CH:26][C:27]([O:36][CH2:37][CH3:38])=[C:28]4[O:33][C:32]([CH3:35])([CH3:34])[CH2:31][C:29]4=3)[CH2:24][C:23]([CH3:40])([CH3:39])[N:22]=2)[CH:18]=[CH:17][C:12]=1[C:13]([O:15]C)=[O:14])=[O:9])(=[O:3])[CH3:2].[OH-].[Na+].Cl. Product: [C:1]([NH:4][C:5]1[CH:6]=[C:7]([CH:41]=[CH:42][CH:43]=1)[C:8]([NH:10][C:11]1[CH:20]=[C:19]([C:21]2[C:30]3[C:25](=[CH:26][C:27]([O:36][CH2:37][CH3:38])=[C:28]4[O:33][C:32]([CH3:34])([CH3:35])[CH2:31][C:29]4=3)[CH2:24][C:23]([CH3:40])([CH3:39])[N:22]=2)[CH:18]=[CH:17][C:12]=1[C:13]([OH:15])=[O:14])=[O:9])(=[O:3])[CH3:2]. The catalyst class is: 24. (4) Reactant: [C:1]([NH2:9])(=[O:8])[C:2]1[CH:7]=[CH:6][CH:5]=[CH:4][CH:3]=1.[Cl:10][CH2:11][C:12](=O)[CH2:13]Cl. Product: [Cl:10][CH2:11][C:12]1[N:9]=[C:1]([C:2]2[CH:7]=[CH:6][CH:5]=[CH:4][CH:3]=2)[O:8][CH:13]=1. The catalyst class is: 10.